From a dataset of Reaction yield outcomes from USPTO patents with 853,638 reactions. Predict the reaction yield, written as a fraction of the theoretical maximum amount of product (1.0 means a 100% yield; for example, 0.34 means a 34% yield). (1) The reactants are C([Li])(C)(C)C.CCCCC.Br[C:12]1[CH:22]=[CH:21][C:15]2[O:16][C:17]([F:20])([F:19])[O:18][C:14]=2[CH:13]=1.C([O:26][B:27](OC(C)C)[O:28]C(C)C)(C)C.[OH-].[Na+].Cl. The catalyst is C(OCC)C. The product is [F:19][C:17]1([F:20])[O:16][C:15]2[CH:21]=[CH:22][C:12]([B:27]([OH:28])[OH:26])=[CH:13][C:14]=2[O:18]1. The yield is 0.950. (2) The reactants are [C:1]([C:3]1[CH:8]=[CH:7][CH:6]=[CH:5][C:4]=1[C:9]1[CH:14]=[CH:13][C:12]([CH2:15][C:16]2[C:17](=[O:39])[N:18]([C@H:28]3[CH2:33][CH2:32][C@H:31]([O:34][CH2:35][C:36](O)=[O:37])[CH2:30][CH2:29]3)[C:19]3[N:20]([N:25]=[CH:26][N:27]=3)[C:21]=2[CH2:22][CH2:23][CH3:24])=[CH:11][CH:10]=1)#[N:2].[NH:40]([C:42](OC(C)(C)C)=O)[NH2:41].Cl.C(N=C=NCCCN(C)C)C.ON1C2C=CC=CC=2N=N1. The catalyst is O.C(OCC)(=O)C.CN(C=O)C. The product is [O:37]1[CH:42]=[N:40][N:41]=[C:36]1[CH2:35][O:34][C@H:31]1[CH2:32][CH2:33][C@H:28]([N:18]2[C:17](=[O:39])[C:16]([CH2:15][C:12]3[CH:13]=[CH:14][C:9]([C:4]4[C:3]([C:1]#[N:2])=[CH:8][CH:7]=[CH:6][CH:5]=4)=[CH:10][CH:11]=3)=[C:21]([CH2:22][CH2:23][CH3:24])[N:20]3[N:25]=[CH:26][N:27]=[C:19]23)[CH2:29][CH2:30]1. The yield is 0.370. (3) The reactants are [Si:1]([O:8][CH2:9][C:10]1[N:15]=[C:14]([CH3:16])[C:13]([NH2:17])=[CH:12][CH:11]=1)([C:4]([CH3:7])([CH3:6])[CH3:5])([CH3:3])[CH3:2].N1C=CC=CC=1.Cl[C:25]([O:27][C:28]1[CH:33]=[CH:32][CH:31]=[CH:30][CH:29]=1)=[O:26]. The catalyst is CC(C)=O. The product is [Si:1]([O:8][CH2:9][C:10]1[N:15]=[C:14]([CH3:16])[C:13]([NH:17][C:25](=[O:26])[O:27][C:28]2[CH:33]=[CH:32][CH:31]=[CH:30][CH:29]=2)=[CH:12][CH:11]=1)([C:4]([CH3:7])([CH3:6])[CH3:5])([CH3:3])[CH3:2]. The yield is 0.900. (4) The product is [F:1][C:2]1[CH:3]=[C:4]2[C:9](=[CH:10][CH:11]=1)[N:8]=[C:7]([O:12][CH3:13])[C:6]([NH:14][C:15]([N:31]1[CH2:30][CH2:29][N:28]([C:24]3[CH:25]=[CH:26][CH:27]=[C:22]([O:21][CH3:20])[CH:23]=3)[CH2:33][CH2:32]1)=[O:19])=[N:5]2. No catalyst specified. The yield is 0.870. The reactants are [F:1][C:2]1[CH:3]=[C:4]2[C:9](=[CH:10][CH:11]=1)[N:8]=[C:7]([O:12][CH3:13])[C:6]([NH:14][C:15](=[O:19])OCC)=[N:5]2.[CH3:20][O:21][C:22]1[CH:23]=[C:24]([N:28]2[CH2:33][CH2:32][NH:31][CH2:30][CH2:29]2)[CH:25]=[CH:26][CH:27]=1. (5) The reactants are F[C:2]1[CH:7]=[CH:6][CH:5]=[C:4]([F:8])[C:3]=1[N+:9]([O-:11])=[O:10].[C:12]([NH:19][CH:20]1[CH2:25][CH2:24][NH:23][CH2:22][CH2:21]1)([O:14][C:15]([CH3:18])([CH3:17])[CH3:16])=[O:13]. The catalyst is CCO. The product is [F:8][C:4]1[C:3]([N+:9]([O-:11])=[O:10])=[C:2]([N:23]2[CH2:22][CH2:21][CH:20]([NH:19][C:12](=[O:13])[O:14][C:15]([CH3:17])([CH3:16])[CH3:18])[CH2:25][CH2:24]2)[CH:7]=[CH:6][CH:5]=1. The yield is 0.930.